Regression/Classification. Given a drug SMILES string, predict its absorption, distribution, metabolism, or excretion properties. Task type varies by dataset: regression for continuous measurements (e.g., permeability, clearance, half-life) or binary classification for categorical outcomes (e.g., BBB penetration, CYP inhibition). Dataset: cyp3a4_substrate_carbonmangels. From a dataset of CYP3A4 substrate classification data from Carbon-Mangels et al.. (1) The compound is COCCCOc1ccnc(C[S@@H](=O)c2nc3ccccc3[nH]2)c1C. The result is 1 (substrate). (2) The compound is CC[C@]1(c2ccc(N)cc2)CCC(=O)NC1=O. The result is 0 (non-substrate). (3) The compound is C[C@]12CC[C@@H]3c4ccc(O)cc4CC[C@H]3[C@@H]1CC[C@@H]2O. The result is 1 (substrate).